This data is from Experimentally validated miRNA-target interactions with 360,000+ pairs, plus equal number of negative samples. The task is: Binary Classification. Given a miRNA mature sequence and a target amino acid sequence, predict their likelihood of interaction. (1) The miRNA is mmu-miR-467f with sequence AUAUACACACACACACCUACA. The protein sequence of the target gene is MNFNVWNVKEMLSIPSGSGITKPSNWNNNQTDCSLSDSQFLFGSQFCPENSETLLPSLDAGACLRHPKQTQQNSVDSEPSIFIKYQAKPQLLGGDTKDESLFSLPLPVGKSKGLSKQFEEKKRRATDQSDSETLHSFVSHFPEVINKLQTSVEKTEENLSSRSQSILDSVETIAKTFQETARVQHDLMVESVRDKGSMEQAILEIQRTCAARQAEFMEMKSTLKNLEVLVVEQTKNLQQFCDNLSQLIVPGILEELKKFTSVPQVAGHLKDSTSQTSPSLTQSLHFTRQEKHPSEEPATW.... Result: 0 (no interaction). (2) The miRNA is mmu-miR-29b-2-5p with sequence CUGGUUUCACAUGGUGGCUUAGAUU. The protein sequence of the target gene is MSGDTCLCPASGAKPKLSGFKGGGLGNKYVQLNVGGSLYYTTVRALTRHDTMLKAMFSGRMEVLTDKEGWILIDRCGKHFGTILNYLRDDTITLPQNRQEIKELMAEAKYYLIQGLVNMCQSALQDKKDSYQPVCNIPIITSLKEEERLIESSTKPVVKLLYNRSNNKYSYTSNSDDHLLKNIELFDKLSLRFNGRVLFIKDVIGDEICCWSFYGQGRKLAEVCCTSIVYATEKKQTKVEFPEARIYEETLNVLLYETPRVPDNSLLEATSRSRSQASPSEDEETFELRDRVRRIHVKRY.... Result: 0 (no interaction). (3) The miRNA is hsa-miR-6744-5p with sequence UGGAUGACAGUGGAGGCCU. The protein sequence of the target gene is MSSARFDSSDRSAWYMGPVSRQEAQTRLQGQRHGMFLVRDSSTCPGDYVLSVSENSRVSHYIINSLPNRRFKIGDQEFDHLPALLEFYKIHYLDTTTLIEPAPRYPSPPMGSVSAPNLPTAEDNLEYVRTLYDFPGNDAEDLPFKKGEILVIIEKPEEQWWSARNKDGRVGMIPVPYVEKLVRSSPHGKHGNRNSNSYGIPEPAHAYAQPQTTTPLPAVSGSPGAAITPLPSTQNGPVFAKAIQKRVPCAYDKTALALEVGDIVKVTRMNINGQWEGEVNGRKGLFPFTHVKIFDPQNPD.... Result: 1 (interaction). (4) The miRNA is hsa-miR-559 with sequence UAAAGUAAAUAUGCACCAAAA. The protein sequence of the target gene is MAPEQREGKSQVSVTFEDVAVLFTRDEWKKLVPSQRSLYREVMLENYSNLASLGFPFTKPKMISVLQQGEEPWKSEKESHGCSPLGCHGSLQTTKSTQTKESLFQELKRKQLKRDEAWDFTSGKSCRPDNSFRTQDTNESLEIISINHTKILTIDKSRKNFKFGPSVGLKSIGKQKIAGEKTQRNSLEENSTLLSQPKLKTVEKRYKCSTCEKAFIHNSSLRKHLKNHTGERLFQCKDCLKAFSQSSALIQHQRTHTGEKPYICKECGKAFSHSASLCKHLRTHTLEKSYTCKECGKSFS.... Result: 0 (no interaction). (5) The miRNA is mmu-miR-3058-5p with sequence UCAGCCACGGCUUACCUGGAAGA. The protein sequence of the target gene is MKMKKFQIPVSFQDLTVNFTQEEWQQLDPAQRLLYRDVMLENYSNLVSVGYHVSKPDVIFKLEQGEEPWIVEEFSNQNYPDIDDALEKNKEIQDKHLTQTVFFSNKTLITERENVFGKTLNLGMNSVPSRKMPYKCNPGGNSLKTNSEVIVAKKSKENRKIPDGYSGFGKHEKSHLGMKKYRYNPMRKASNQNENLILHQNIQILKQPFDYNKCGKTFFKRAILITQKGRQTERKPNECNECRKTFSKRSTLIVHQRIHTGEKPYVCSDCRKTFRVKTSLTRHRRIHTGERPYECSECRK.... Result: 0 (no interaction).